Dataset: Reaction yield outcomes from USPTO patents with 853,638 reactions. Task: Predict the reaction yield, written as a fraction of the theoretical maximum amount of product (1.0 means a 100% yield; for example, 0.34 means a 34% yield). (1) The product is [Cl:8][C:9]1[N:14]=[C:13]([NH:16][C:17]2[CH:18]=[C:19]3[C:23](=[CH:24][CH:25]=2)[NH:22][C:21]([CH3:26])=[CH:20]3)[CH:12]=[CH:11][N:10]=1. The yield is 0.800. The catalyst is CCO. The reactants are CCN(CC)CC.[Cl:8][C:9]1[N:14]=[C:13](Cl)[CH:12]=[CH:11][N:10]=1.[NH2:16][C:17]1[CH:18]=[C:19]2[C:23](=[CH:24][CH:25]=1)[NH:22][C:21]([CH3:26])=[CH:20]2. (2) The reactants are [CH3:1][O:2][C:3]1[CH:4]=[C:5]([NH:11][C:12]2[C:13]([NH:22][S:23]([C:26]3[CH:27]=[N:28][CH:29]=[CH:30][CH:31]=3)(=[O:25])=[O:24])=[N:14][C:15]3[C:20]([N:21]=2)=[CH:19][CH:18]=[CH:17][CH:16]=3)[CH:6]=[C:7]([O:9][CH3:10])[CH:8]=1.[CH3:32][N:33]([CH3:37])[CH2:34][CH2:35][NH2:36]. The catalyst is CN(C=O)C. The product is [CH3:10][O:9][C:7]1[CH:6]=[C:5]([NH:11][C:12]2[C:13]([NH:22][S:23]([C:26]3[CH:27]=[N:28][C:29]([NH:36][CH2:35][CH2:34][N:33]([CH3:37])[CH3:32])=[CH:30][CH:31]=3)(=[O:24])=[O:25])=[N:14][C:15]3[C:20]([N:21]=2)=[CH:19][CH:18]=[CH:17][CH:16]=3)[CH:4]=[C:3]([O:2][CH3:1])[CH:8]=1. The yield is 0.190. (3) The reactants are [CH3:1][N:2]1[C:10]2[C:5](=[CH:6][C:7]([C:11]([O:13]C)=[O:12])=[CH:8][CH:9]=2)[CH:4]=[N:3]1.[OH-].[Na+]. The catalyst is CO. The product is [CH3:1][N:2]1[C:10]2[C:5](=[CH:6][C:7]([C:11]([OH:13])=[O:12])=[CH:8][CH:9]=2)[CH:4]=[N:3]1. The yield is 0.790. (4) The reactants are Br[C:2]1[CH:3]=[CH:4][C:5]([O:29][CH2:30][CH:31]2[CH2:33][CH2:32]2)=[C:6]([C:8]2[C:9]3[CH:18]=[CH:17][N:16](S(C4C=CC(C)=CC=4)(=O)=O)[C:10]=3[C:11](=[O:15])[N:12]([CH3:14])[CH:13]=2)[CH:7]=1.[B-](F)(F)(F)[CH2:35][N:36]1[CH2:40][CH2:39][CH2:38][CH2:37]1.[K+].C1(P(C2CCCCC2)C2C=CC=CC=2C2C(C(C)C)=CC(C(C)C)=CC=2C(C)C)CCCCC1.C(=O)([O-])[O-].[Cs+].[Cs+].[OH-].[Na+]. The catalyst is O1CCOCC1.O.C([O-])(=O)C.[Pd+2].C([O-])(=O)C.O. The product is [CH:31]1([CH2:30][O:29][C:5]2[CH:4]=[CH:3][C:2]([CH2:35][N:36]3[CH2:40][CH2:39][CH2:38][CH2:37]3)=[CH:7][C:6]=2[C:8]2[C:9]3[CH:18]=[CH:17][NH:16][C:10]=3[C:11](=[O:15])[N:12]([CH3:14])[CH:13]=2)[CH2:33][CH2:32]1. The yield is 0.110.